Dataset: Forward reaction prediction with 1.9M reactions from USPTO patents (1976-2016). Task: Predict the product of the given reaction. (1) The product is: [Cl:1][C:2]1[CH:32]=[CH:31][CH:30]=[C:29]([F:33])[C:3]=1[CH2:4][N:5]1[C:13]2[C:12](=[O:14])[N:11]([CH3:15])[C:10](=[O:16])[N:9]([CH3:17])[C:8]=2[N:7]=[C:6]1[N:18]1[CH2:23][CH2:22][CH2:21][CH:20]([C:24]([OH:26])=[O:25])[CH2:19]1. Given the reactants [Cl:1][C:2]1[CH:32]=[CH:31][CH:30]=[C:29]([F:33])[C:3]=1[CH2:4][N:5]1[C:13]2[C:12](=[O:14])[N:11]([CH3:15])[C:10](=[O:16])[N:9]([CH3:17])[C:8]=2[N:7]=[C:6]1[N:18]1[CH2:23][CH2:22][CH2:21][CH:20]([C:24]([O:26]CC)=[O:25])[CH2:19]1.[Li+].[OH-], predict the reaction product. (2) Given the reactants [NH2:1][C:2]1[C:3]([C:9]([O:11][CH3:12])=[O:10])=[N:4][C:5](Br)=[CH:6][N:7]=1.[Br:13][C:14]1[CH:15]=[CH:16][C:17]([F:23])=[C:18](B(O)O)[CH:19]=1, predict the reaction product. The product is: [NH2:1][C:2]1[C:3]([C:9]([O:11][CH3:12])=[O:10])=[N:4][C:5]([C:16]2[CH:15]=[C:14]([Br:13])[CH:19]=[CH:18][C:17]=2[F:23])=[CH:6][N:7]=1. (3) Given the reactants Cl[C:2]1[C:7]([C:8]([F:11])([F:10])[F:9])=[CH:6][N:5]=[C:4]([NH:12][C:13]2[CH:27]=[CH:26][C:16]([CH2:17][CH2:18][CH:19]([PH:21](=[O:25])[O:22][CH2:23][CH3:24])[CH3:20])=[CH:15][C:14]=2[O:28][CH3:29])[N:3]=1.[NH2:30][C:31]1[C:32]([C:38]([NH:40][CH3:41])=[O:39])=[N:33][C:34]([Br:37])=[CH:35][CH:36]=1.C(O)(C(F)(F)F)=O, predict the reaction product. The product is: [Br:37][C:34]1[N:33]=[C:32]([C:38](=[O:39])[NH:40][CH3:41])[C:31]([NH:30][C:2]2[C:7]([C:8]([F:11])([F:10])[F:9])=[CH:6][N:5]=[C:4]([NH:12][C:13]3[CH:27]=[CH:26][C:16]([CH2:17][CH2:18][CH:19]([PH:21](=[O:25])[O:22][CH2:23][CH3:24])[CH3:20])=[CH:15][C:14]=3[O:28][CH3:29])[N:3]=2)=[CH:36][CH:35]=1. (4) Given the reactants CCN(C(C)C)C(C)C.F[C:11]1[CH:16]=[CH:15][CH:14]=[CH:13][C:12]=1[N+:17]([O-:19])=[O:18].[NH:20]1[CH2:25][CH2:24][CH:23]([C:26]([NH:28][S:29]([C:32]2[CH:37]=[C:36]([C:38]([F:41])([F:40])[F:39])[CH:35]=[C:34]([C:42]([F:45])([F:44])[F:43])[CH:33]=2)(=[O:31])=[O:30])=[O:27])[CH2:22][CH2:21]1.Cl, predict the reaction product. The product is: [N+:17]([C:12]1[CH:13]=[CH:14][CH:15]=[CH:16][C:11]=1[N:20]1[CH2:25][CH2:24][CH:23]([C:26]([NH:28][S:29]([C:32]2[CH:33]=[C:34]([C:42]([F:43])([F:44])[F:45])[CH:35]=[C:36]([C:38]([F:41])([F:39])[F:40])[CH:37]=2)(=[O:30])=[O:31])=[O:27])[CH2:22][CH2:21]1)([O-:19])=[O:18]. (5) Given the reactants [CH3:1][C:2]1[CH:7]=[C:6]([N+:8]([O-])=O)[C:5]([CH3:11])=[CH:4][C:3]=1[CH:12]1[CH2:17][CH2:16][N:15]([CH2:18][C:19]2[CH:24]=[CH:23][C:22]([O:25][CH3:26])=[CH:21][CH:20]=2)[C:14](=[O:27])[CH2:13]1, predict the reaction product. The product is: [NH2:8][C:6]1[C:5]([CH3:11])=[CH:4][C:3]([CH:12]2[CH2:17][CH2:16][N:15]([CH2:18][C:19]3[CH:20]=[CH:21][C:22]([O:25][CH3:26])=[CH:23][CH:24]=3)[C:14](=[O:27])[CH2:13]2)=[C:2]([CH3:1])[CH:7]=1. (6) Given the reactants [CH:1]([O:4][C:5]([N:7]1[CH2:12][CH2:11][CH:10]([C@H:13]([CH3:24])[CH2:14][CH2:15][O:16][C:17]2[CH:18]=[N:19][C:20](Cl)=[N:21][CH:22]=2)[CH2:9][CH2:8]1)=[O:6])([CH3:3])[CH3:2].[C:25]([O:29][C:30](=[O:46])[NH:31][C@@H:32]1[C@@H:37]([C:38]2[CH:43]=[C:42]([F:44])[CH:41]=[CH:40][C:39]=2[F:45])[CH2:36][CH2:35][NH:34][CH2:33]1)([CH3:28])([CH3:27])[CH3:26], predict the reaction product. The product is: [CH:1]([O:4][C:5]([N:7]1[CH2:12][CH2:11][CH:10]([C@H:13]([CH3:24])[CH2:14][CH2:15][O:16][C:17]2[CH:18]=[N:19][C:20]([N:34]3[CH2:35][CH2:36][C@H:37]([C:38]4[CH:43]=[C:42]([F:44])[CH:41]=[CH:40][C:39]=4[F:45])[C@@H:32]([NH:31][C:30]([O:29][C:25]([CH3:28])([CH3:27])[CH3:26])=[O:46])[CH2:33]3)=[N:21][CH:22]=2)[CH2:9][CH2:8]1)=[O:6])([CH3:3])[CH3:2].